This data is from Full USPTO retrosynthesis dataset with 1.9M reactions from patents (1976-2016). The task is: Predict the reactants needed to synthesize the given product. Given the product [N:1]1([C:8]2[CH:13]=[CH:12][C:11]([C:33]3[CH:34]=[CH:35][C:30]([O:29][CH2:28][CH2:27][O:26][CH2:22][CH2:23][CH2:24][CH3:25])=[CH:31][CH:32]=3)=[CH:10][C:9]=2/[CH:15]=[CH:16]/[C:17]([O:19][CH2:20][CH3:21])=[O:18])[CH2:7][CH2:6][CH2:5][CH2:4][CH2:3][CH2:2]1, predict the reactants needed to synthesize it. The reactants are: [N:1]1([C:8]2[CH:13]=[CH:12][C:11](Br)=[CH:10][C:9]=2/[CH:15]=[CH:16]/[C:17]([O:19][CH2:20][CH3:21])=[O:18])[CH2:7][CH2:6][CH2:5][CH2:4][CH2:3][CH2:2]1.[CH2:22]([O:26][CH2:27][CH2:28][O:29][C:30]1[CH:35]=[CH:34][C:33](OB(O)O)=[CH:32][CH:31]=1)[CH2:23][CH2:24][CH3:25].C(=O)([O-])[O-].[K+].[K+].